Dataset: Full USPTO retrosynthesis dataset with 1.9M reactions from patents (1976-2016). Task: Predict the reactants needed to synthesize the given product. (1) Given the product [Cl:15][C:16]1[CH:21]=[CH:20][C:19]([CH2:22][O:1][C:2]2[N:6]([C:7]3[CH:12]=[C:11]([C:13]#[N:14])[CH:10]=[CH:9][N:8]=3)[N:5]=[CH:4][CH:3]=2)=[CH:18][C:17]=1[O:24][CH2:25][C:26]1[CH:27]=[CH:28][C:29]([F:32])=[CH:30][CH:31]=1, predict the reactants needed to synthesize it. The reactants are: [OH:1][C:2]1[N:6]([C:7]2[CH:12]=[C:11]([C:13]#[N:14])[CH:10]=[CH:9][N:8]=2)[N:5]=[CH:4][CH:3]=1.[Cl:15][C:16]1[CH:21]=[CH:20][C:19]([CH2:22]O)=[CH:18][C:17]=1[O:24][CH2:25][C:26]1[CH:31]=[CH:30][C:29]([F:32])=[CH:28][CH:27]=1. (2) Given the product [C:1]([O:5][C:6]([N:8]1[CH2:13][CH2:12][CH:11]([NH:14][S:15]([C:18]2[C:27]3[CH2:26][CH2:25][CH2:24][CH2:23][C:22]=3[C:21]([C:28](=[O:29])[NH:37][CH2:36][CH2:35][CH2:34][N:33]([CH3:42])[CH3:32])=[CH:20][CH:19]=2)(=[O:17])=[O:16])[CH2:10][CH2:9]1)=[O:7])([CH3:4])([CH3:3])[CH3:2], predict the reactants needed to synthesize it. The reactants are: [C:1]([O:5][C:6]([N:8]1[CH2:13][CH2:12][CH:11]([NH:14][S:15]([C:18]2[C:27]3[CH2:26][CH2:25][CH2:24][CH2:23][C:22]=3[C:21]([C:28](O)=[O:29])=[CH:20][CH:19]=2)(=[O:17])=[O:16])[CH2:10][CH2:9]1)=[O:7])([CH3:4])([CH3:3])[CH3:2].Cl.[CH3:32][N:33]([CH3:42])[CH2:34][CH2:35][CH2:36][N:37]=C=NCC.C1(N)CCCCC1.CO. (3) Given the product [ClH:23].[F:1][C:2]1[S:6][C:5]([C@:7]23[CH2:15][N:14]([C:16]4[N:17]=[CH:18][CH:19]=[CH:20][N:21]=4)[CH2:13][C@H:12]2[CH2:11][S:10][C:9]([NH2:22])=[N:8]3)=[CH:4][CH:3]=1, predict the reactants needed to synthesize it. The reactants are: [F:1][C:2]1[S:6][C:5]([C@:7]23[CH2:15][N:14]([C:16]4[N:21]=[CH:20][CH:19]=[CH:18][N:17]=4)[CH2:13][C@H:12]2[CH2:11][S:10][C:9]([NH2:22])=[N:8]3)=[CH:4][CH:3]=1.[ClH:23]. (4) Given the product [ClH:38].[NH2:30][C@H:12]([CH2:11][C:2]1[CH:3]=[CH:4][C:5]2[C:10](=[CH:9][CH:8]=[CH:7][CH:6]=2)[CH:1]=1)[C:13]([NH:14][C:15]1[CH:16]=[C:17]2[C:27](=[O:28])[NH:26][N:25]=[CH:24][C:19]3=[CH:20][NH:21][C:22]([CH:23]=1)=[C:18]23)=[O:29], predict the reactants needed to synthesize it. The reactants are: [CH:1]1[C:10]2[C:5](=[CH:6][CH:7]=[CH:8][CH:9]=2)[CH:4]=[CH:3][C:2]=1[CH2:11][C@@H:12]([NH:30]C(=O)OC(C)(C)C)[C:13](=[O:29])[NH:14][C:15]1[CH:16]=[C:17]2[C:27](=[O:28])[NH:26][N:25]=[CH:24][C:19]3=[CH:20][NH:21][C:22]([CH:23]=1)=[C:18]23.[ClH:38].